This data is from Peptide-MHC class II binding affinity with 134,281 pairs from IEDB. The task is: Regression. Given a peptide amino acid sequence and an MHC pseudo amino acid sequence, predict their binding affinity value. This is MHC class II binding data. (1) The peptide sequence is LCHICWKPLPTSITV. The binding affinity (normalized) is 0.263. The MHC is DRB1_1302 with pseudo-sequence DRB1_1302. (2) The peptide sequence is EKKYFPATQFEPLAA. The MHC is DRB1_0701 with pseudo-sequence DRB1_0701. The binding affinity (normalized) is 0.433. (3) The peptide sequence is AAAAYRAAAAAAA. The MHC is H-2-IAk with pseudo-sequence H-2-IAk. The binding affinity (normalized) is 0.